Dataset: Forward reaction prediction with 1.9M reactions from USPTO patents (1976-2016). Task: Predict the product of the given reaction. (1) The product is: [F:17][C:12]1[CH:13]=[CH:14][CH:15]=[CH:16][C:11]=1[C@H:10]1[C:9]([C:18]2[CH:23]=[CH:22][C:21]([F:24])=[CH:20][CH:19]=2)([C:25]2[CH:26]=[CH:27][C:28]([F:31])=[CH:29][CH:30]=2)[O:8][C:7](=[O:32])[N:6]1[CH2:5][C:4]([NH:35][NH2:36])=[O:33]. Given the reactants C(O[C:4](=[O:33])[CH2:5][N:6]1[CH:10]([C:11]2[CH:16]=[CH:15][CH:14]=[CH:13][C:12]=2[F:17])[C:9]([C:25]2[CH:30]=[CH:29][C:28]([F:31])=[CH:27][CH:26]=2)([C:18]2[CH:23]=[CH:22][C:21]([F:24])=[CH:20][CH:19]=2)[O:8][C:7]1=[O:32])C.O.[NH2:35][NH2:36], predict the reaction product. (2) Given the reactants ClCC1[O:8][CH2:7][CH2:6]N(CC2C=CC=CC=2)C1.ClC1C=CC(N)=C([N+]([O-])=O)C=1.[NH2:27][C:28]1[CH:35]=[CH:34][CH:33]=[C:32](F)[C:29]=1[C:30]#N.CNCC1OCCN(CC2C=CC=CC=2)C1.Cl.C=O.N1C=CC=CC=1, predict the reaction product. The product is: [NH:27]1[C:28]2[C:29](=[CH:32][CH:33]=[CH:34][CH:35]=2)[CH:30]=[CH:6][C:7]1=[O:8]. (3) Given the reactants [CH:1]1([NH2:9])[CH2:8][CH2:7][CH2:6][CH2:5][CH2:4][CH2:3][CH2:2]1.[F:10][C:11]1[CH:18]=[CH:17][CH:16]=[C:15](F)[C:12]=1[C:13]#[N:14], predict the reaction product. The product is: [CH:1]1([NH:9][C:15]2[CH:16]=[CH:17][CH:18]=[C:11]([F:10])[C:12]=2[C:13]#[N:14])[CH2:8][CH2:7][CH2:6][CH2:5][CH2:4][CH2:3][CH2:2]1. (4) The product is: [CH:5]1([O:10][CH2:11][C:12]2[S:18][C:17]([NH:16][C:19]([C:21]3[CH:37]=[CH:36][C:24]([O:25][C@@H:26]4[CH2:27][CH2:28][C@H:29]([C:32]([O:34][CH3:35])=[O:33])[CH2:30][CH2:31]4)=[CH:23][CH:22]=3)=[O:20])=[N:15][N:14]=2)[CH2:9][CH2:8][CH2:7][CH2:6]1. Given the reactants [S-]C#N.[K+].[CH:5]1([O:10][CH2:11][C:12]([NH:14][NH2:15])=O)[CH2:9][CH2:8][CH2:7][CH2:6]1.[N:16]([C:19]([C:21]1[CH:37]=[CH:36][C:24]([O:25][C@@H:26]2[CH2:31][CH2:30][C@H:29]([C:32]([O:34][CH3:35])=[O:33])[CH2:28][CH2:27]2)=[CH:23][CH:22]=1)=[O:20])=[C:17]=[S:18], predict the reaction product. (5) The product is: [Cl:8][C:9]1[C:10]([F:45])=[C:11]([C@@H:15]2[C@:19]([C:22]3[CH:27]=[CH:26][C:25]([Cl:28])=[CH:24][C:23]=3[F:29])([C:20]#[N:21])[C@H:18]([CH2:30][C:31]([CH3:34])([CH3:33])[CH3:32])[NH:17][C@H:16]2[C:35]([NH:37][CH:38]2[CH2:43][CH2:42][N:49]([S:46]([NH2:50])(=[O:48])=[O:47])[CH2:40][CH2:39]2)=[O:36])[CH:12]=[CH:13][CH:14]=1. Given the reactants FC(F)(F)C(O)=O.[Cl:8][C:9]1[C:10]([F:45])=[C:11]([C@@H:15]2[C@:19]([C:22]3[CH:27]=[CH:26][C:25]([Cl:28])=[CH:24][C:23]=3[F:29])([C:20]#[N:21])[C@H:18]([CH2:30][C:31]([CH3:34])([CH3:33])[CH3:32])[NH:17][C@H:16]2[C:35]([NH:37][C@H:38]2[CH2:43][CH2:42][C@H](N)[CH2:40][CH2:39]2)=[O:36])[CH:12]=[CH:13][CH:14]=1.[S:46]([NH2:50])([NH2:49])(=[O:48])=[O:47], predict the reaction product. (6) Given the reactants [CH2:1]([C:8]1[C:9]([O:37][CH3:38])=[N:10][C:11]2[C:16]([C:17]=1[Cl:18])=[CH:15][C:14]([C:19]([C:31]1[N:35]([CH3:36])[CH:34]=[N:33][CH:32]=1)([C:21]1[CH:22]=[N:23][C:24]([C:27]([F:30])([F:29])[F:28])=[CH:25][CH:26]=1)O)=[CH:13][CH:12]=2)[C:2]1[CH:7]=[CH:6][CH:5]=[CH:4][CH:3]=1.[C:39]([OH:45])([C:41]([F:44])([F:43])[F:42])=[O:40].[H-].[Na+].C(OC(=O)C)(=O)C.[NH3:55], predict the reaction product. The product is: [CH2:1]([C:8]1[C:9]([O:37][CH3:38])=[N:10][C:11]2[C:16]([C:17]=1[Cl:18])=[CH:15][C:14]([C:19]([C:31]1[N:35]([CH3:36])[CH:34]=[N:33][CH:32]=1)([C:21]1[CH:22]=[N:23][C:24]([C:27]([F:28])([F:29])[F:30])=[CH:25][CH:26]=1)[NH2:55])=[CH:13][CH:12]=2)[C:2]1[CH:7]=[CH:6][CH:5]=[CH:4][CH:3]=1.[C:39]([OH:45])([C:41]([F:44])([F:43])[F:42])=[O:40].[C:39]([OH:45])([C:41]([F:44])([F:43])[F:42])=[O:40].